Dataset: Reaction yield outcomes from USPTO patents with 853,638 reactions. Task: Predict the reaction yield, written as a fraction of the theoretical maximum amount of product (1.0 means a 100% yield; for example, 0.34 means a 34% yield). (1) The reactants are [CH3:1][N:2]([CH3:7])[CH2:3][CH2:4][CH2:5]N.[CH2:8](Br)[CH2:9][CH2:10][CH2:11][CH2:12][CH2:13][CH2:14][CH2:15][CH2:16][CH2:17][CH2:18][CH2:19][CH2:20][CH2:21][CH2:22][CH2:23][CH2:24]CCC. The catalyst is O.CNC. The product is [CH2:3]([N:2]([CH3:7])[CH3:1])[CH2:4][CH2:5][CH2:24][CH2:23][CH2:22][CH2:21][CH2:20][CH2:19][CH2:18][CH2:17][CH2:16][CH2:15][CH2:14][CH2:13][CH2:12][CH2:11][CH2:10][CH2:9][CH3:8]. The yield is 0.900. (2) The reactants are I.[NH2:2][CH2:3][CH2:4][NH:5][C:6]1[C:7]([C:11]2[N:15]([C:16]3[CH:21]=[CH:20][CH:19]=[C:18]([C:22]([F:25])([F:24])[F:23])[CH:17]=3)C(=O)[O:13][N:12]=2)=[N:8][O:9][N:10]=1.Cl[S:28]([NH:31]C(=O)OC(C)(C)C)(=[O:30])=[O:29].C(N(CC)CC)C.FC(F)(F)C(O)=O.[OH-].[Na+].O.C(O)(=O)C. The catalyst is ClCCl. The product is [NH2:31][S:28]([NH:2][CH2:3][CH2:4][NH:5][C:6]1[C:7]([C:11](=[N:12][OH:13])[NH:15][C:16]2[CH:21]=[CH:20][CH:19]=[C:18]([C:22]([F:25])([F:24])[F:23])[CH:17]=2)=[N:8][O:9][N:10]=1)(=[O:30])=[O:29]. The yield is 0.390. (3) The reactants are [N:1]1[CH:6]=[CH:5][CH:4]=[CH:3][C:2]=1[C:7]1[C:8]([NH2:13])=[N:9][NH:10][C:11]=1[NH2:12].[O:14]1[C:18]2[CH:19]=[CH:20][C:21]([C:23](=O)[CH2:24][C:25](OCC)=[O:26])=[CH:22][C:17]=2[CH:16]=[CH:15]1.CC1C=CC(S(O)(=O)=O)=CC=1. The catalyst is CCCCO. The yield is 0.450. The product is [NH2:12][C:11]1[C:7]([C:2]2[CH:3]=[CH:4][CH:5]=[CH:6][N:1]=2)=[C:8]2[NH:13][C:23]([C:21]3[CH:20]=[CH:19][C:18]4[O:14][CH:15]=[CH:16][C:17]=4[CH:22]=3)=[CH:24][C:25](=[O:26])[N:9]2[N:10]=1. (4) The reactants are [Cl:1][C:2]1[CH:16]=[CH:15][CH:14]=[CH:13][C:3]=1[CH2:4][NH:5][C:6](=[O:12])[N:7]([CH2:9][CH2:10][OH:11])[CH3:8].[N:17]([C:20]1[CH:29]=[CH:28][C:27]2[C:22](=[CH:23][CH:24]=[CH:25][CH:26]=2)[CH:21]=1)=[C:18]=[O:19]. The catalyst is C1COCC1.CN(C1C=CN=CC=1)C. The product is [CH:21]1[C:22]2[C:27](=[CH:26][CH:25]=[CH:24][CH:23]=2)[CH:28]=[CH:29][C:20]=1[NH:17][C:18](=[O:19])[O:11][CH2:10][CH2:9][N:7]([CH3:8])[C:6]([NH:5][CH2:4][C:3]1[CH:13]=[CH:14][CH:15]=[CH:16][C:2]=1[Cl:1])=[O:12]. The yield is 0.800.